From a dataset of Retrosynthesis with 50K atom-mapped reactions and 10 reaction types from USPTO. Predict the reactants needed to synthesize the given product. Given the product CC(C)(C)C(=O)OCC(F)(F)Br, predict the reactants needed to synthesize it. The reactants are: CC(C)(C)C(=O)Cl.OCC(F)(F)Br.